From a dataset of Reaction yield outcomes from USPTO patents with 853,638 reactions. Predict the reaction yield, written as a fraction of the theoretical maximum amount of product (1.0 means a 100% yield; for example, 0.34 means a 34% yield). (1) The reactants are [Cl:1][C:2]1[CH:3]=[C:4]([CH:9]=[C:10]([Cl:21])[C:11]=1[O:12][C:13]1[CH:18]=[CH:17][C:16]([O:19]C)=[CH:15][CH:14]=1)[C:5]([O:7]C)=[O:6].B(Br)(Br)Br. The catalyst is C(Cl)Cl. The product is [Cl:1][C:2]1[CH:3]=[C:4]([CH:9]=[C:10]([Cl:21])[C:11]=1[O:12][C:13]1[CH:18]=[CH:17][C:16]([OH:19])=[CH:15][CH:14]=1)[C:5]([OH:7])=[O:6]. The yield is 0.750. (2) The reactants are [Br:1][C:2]1[N:6]2[CH2:7][CH2:8][N:9]([C:10](=[O:12])[CH3:11])[C:5]2=[N:4][C:3]=1[C:13]1[CH:18]=[CH:17][CH:16]=[C:15]([CH3:19])[N:14]=1.[CH2:20]([O:22][C:23](C1CN2C=C(C3C=CC=C(C)N=3)N=C2N1C(=O)C)=[O:24])[CH3:21].CC1N=C(C2N=C3N(C(=O)C)CCN3C=2)C=CC=1. No catalyst specified. The product is [CH2:20]([O:22][C:23]([CH:8]1[CH2:7][N:6]2[C:2]([Br:1])=[C:3]([C:13]3[CH:18]=[CH:17][CH:16]=[C:15]([CH3:19])[N:14]=3)[N:4]=[C:5]2[N:9]1[C:10](=[O:12])[CH3:11])=[O:24])[CH3:21]. The yield is 0.570. (3) The reactants are Cl[CH2:2][C:3]1[N:4]=[C:5]([C:9]2[CH:18]=[CH:17][C:12]([C:13]([O:15][CH3:16])=[O:14])=[CH:11][CH:10]=2)[O:6][C:7]=1[CH3:8].[C:19](=[S:22])([O-:21])[CH3:20].[K+]. The catalyst is CC(C)=O.[I-].[K+]. The product is [C:19]([S:22][CH2:2][C:3]1[N:4]=[C:5]([C:9]2[CH:18]=[CH:17][C:12]([C:13]([O:15][CH3:16])=[O:14])=[CH:11][CH:10]=2)[O:6][C:7]=1[CH3:8])(=[O:21])[CH3:20]. The yield is 0.910.